Predict the reaction yield, written as a fraction of the theoretical maximum amount of product (1.0 means a 100% yield; for example, 0.34 means a 34% yield). From a dataset of Reaction yield outcomes from USPTO patents with 853,638 reactions. (1) The reactants are Cl[C:2]1[CH:3]=[CH:4][N:5]2[C:10]([C:11]=1[CH3:12])=[C:9]([CH:13]1[CH2:15][CH2:14]1)[CH:8]=[C:7]([C:16]([O:18][CH3:19])=[O:17])[C:6]2=[O:20].CC1(C)C(C)(C)OB([C:29]2[CH:34]=[CH:33][C:32]([NH:35][S:36]([CH3:39])(=[O:38])=[O:37])=[CH:31][CH:30]=2)O1. No catalyst specified. The product is [CH:13]1([C:9]2[CH:8]=[C:7]([C:16]([O:18][CH3:19])=[O:17])[C:6](=[O:20])[N:5]3[C:10]=2[C:11]([CH3:12])=[C:2]([C:29]2[CH:30]=[CH:31][C:32]([NH:35][S:36]([CH3:39])(=[O:37])=[O:38])=[CH:33][CH:34]=2)[CH:3]=[CH:4]3)[CH2:15][CH2:14]1. The yield is 0.770. (2) The reactants are [CH2:1]([Mg]Br)[CH3:2].Cl[C:6]1[CH:11]=[CH:10][CH:9]=[C:8](Cl)[N:7]=1.[NH4+].[Cl-].[CH2:15](OCC)[CH3:16]. The catalyst is Cl[Ni]1(Cl)[P](C2C=CC=CC=2)(C2C=CC=CC=2)CCC[P]1(C1C=CC=CC=1)C1C=CC=CC=1. The product is [CH2:15]([C:6]1[CH:11]=[CH:10][CH:9]=[C:8]([CH2:1][CH3:2])[N:7]=1)[CH3:16]. The yield is 0.890. (3) The reactants are [Br:1][C:2]1[CH:10]=[C:9]2[C:5]([CH:6]=[N:7][NH:8]2)=[CH:4][CH:3]=1.[CH2:11](Br)[C:12]1[CH:17]=[CH:16][CH:15]=[CH:14][CH:13]=1.CCOC(C)=O. The catalyst is O1CCOCC1. The product is [CH2:11]([N:7]1[CH:6]=[C:5]2[C:9]([CH:10]=[C:2]([Br:1])[CH:3]=[CH:4]2)=[N:8]1)[C:12]1[CH:17]=[CH:16][CH:15]=[CH:14][CH:13]=1. The yield is 0.610. (4) The reactants are [CH3:1][NH:2][C:3](=O)[C:4]([Cl:7])([Cl:6])[Cl:5].[C:9]1(N)[CH:14]=[CH:13][CH:12]=C[C:10]=1[NH2:15].O. The catalyst is C(O)(=O)C. The product is [Cl:5][C:4]([Cl:7])([Cl:6])[C:3]1[NH:15][C:10]2[CH:9]=[CH:14][CH:13]=[CH:12][C:1]=2[N:2]=1. The yield is 0.850. (5) The reactants are [CH3:1][C:2]1[CH:7]=[C:6]([NH:8][S:9]([C:12]2[CH:13]=[CH:14][CH:15]=[C:16]3[C:21]=2[N:20]=[CH:19][CH:18]=[CH:17]3)(=[O:11])=[O:10])[CH:5]=[CH:4][C:3]=1[NH:22][C:23]([CH2:25][C:26]1[CH:33]=[CH:32][C:29]([C:30]#[N:31])=[CH:28][CH:27]=1)=[O:24].Cl.C(=O)([O-])[O-].[NH4+:39].[NH4+]. The catalyst is C(O)C. The product is [CH3:1][C:2]1[CH:7]=[C:6]([NH:8][S:9]([C:12]2[CH:13]=[CH:14][CH:15]=[C:16]3[C:21]=2[N:20]=[CH:19][CH:18]=[CH:17]3)(=[O:11])=[O:10])[CH:5]=[CH:4][C:3]=1[NH:22][C:23]([CH2:25][C:26]1[CH:27]=[CH:28][C:29]([C:30]([NH2:39])=[NH:31])=[CH:32][CH:33]=1)=[O:24]. The yield is 0.260. (6) The reactants are [Cl:1][C:2]1[CH:3]=[C:4]([N:9]([CH2:22][CH2:23][CH2:24][N:25]2[CH2:30][CH2:29][CH:28]([NH:31][CH3:32])[CH2:27][CH2:26]2)[C:10]([CH:12]2[CH2:17][CH2:16][N:15]([S:18]([CH3:21])(=[O:20])=[O:19])[CH2:14][CH2:13]2)=[O:11])[CH:5]=[CH:6][C:7]=1[Cl:8].[CH3:33][O:34][C:35]1[CH:40]=[CH:39][C:38]([S:41](Cl)(=[O:43])=[O:42])=[CH:37][CH:36]=1. No catalyst specified. The product is [Cl:1][C:2]1[CH:3]=[C:4]([N:9]([CH2:22][CH2:23][CH2:24][N:25]2[CH2:26][CH2:27][CH:28]([N:31]([S:41]([C:38]3[CH:37]=[CH:36][C:35]([O:34][CH3:33])=[CH:40][CH:39]=3)(=[O:43])=[O:42])[CH3:32])[CH2:29][CH2:30]2)[C:10]([CH:12]2[CH2:13][CH2:14][N:15]([S:18]([CH3:21])(=[O:19])=[O:20])[CH2:16][CH2:17]2)=[O:11])[CH:5]=[CH:6][C:7]=1[Cl:8]. The yield is 0.870. (7) No catalyst specified. The yield is 0.550. The product is [CH:1]1([CH:7]([NH:26][C:27]2[CH:28]=[CH:29][C:30]([C:33]([NH:35][CH2:36][CH2:37][C:38]([OH:40])=[O:39])=[O:34])=[CH:31][CH:32]=2)[C:9]2[C:10]([CH3:25])=[N:11][N:12]([C:14]3[CH:19]=[CH:18][C:17]([O:20][C:21]([F:24])([F:23])[F:22])=[CH:16][CH:15]=3)[CH:13]=2)[CH2:6][CH2:5][CH2:4][CH2:3][CH2:2]1. The reactants are [CH:1]1([CH:7]([C:9]2[C:10]([CH3:25])=[N:11][N:12]([C:14]3[CH:19]=[CH:18][C:17]([O:20][C:21]([F:24])([F:23])[F:22])=[CH:16][CH:15]=3)[CH:13]=2)O)[CH2:6][CH2:5][CH2:4][CH2:3][CH2:2]1.[NH2:26][C:27]1[CH:32]=[CH:31][C:30]([C:33]([NH:35][CH2:36][CH2:37][C:38]([O:40]CC)=[O:39])=[O:34])=[CH:29][CH:28]=1. (8) The reactants are C(=O)(O)[O-].[Na+].[C:17]([O:16][C:14](O[C:14]([O:16][C:17]([CH3:20])([CH3:19])[CH3:18])=[O:15])=[O:15])([CH3:20])([CH3:19])[CH3:18].[OH:21][CH2:22][CH2:23][O:24][C:25]1[N:30]=[N:29][C:28]([C:31]([NH2:33])=[NH:32])=[CH:27][CH:26]=1. The catalyst is O1CCOCC1.O. The product is [OH:21][CH2:22][CH2:23][O:24][C:25]1[N:30]=[N:29][C:28]([C:31]([NH:33][C:14](=[O:15])[O:16][C:17]([CH3:18])([CH3:19])[CH3:20])=[NH:32])=[CH:27][CH:26]=1. The yield is 0.440. (9) The reactants are [N+:1]([O-:4])([O-])=[O:2].[K+].[C:6]([NH:9][C:10]1[CH:20]=[CH:19][C:18]([Cl:21])=[CH:17][C:11]=1[CH2:12][O:13][C:14](=[O:16])[CH3:15])(=[O:8])[CH3:7]. The catalyst is OS(O)(=O)=O. The product is [C:6]([NH:9][C:10]1[C:20]([N+:1]([O-:4])=[O:2])=[CH:19][C:18]([Cl:21])=[CH:17][C:11]=1[CH2:12][O:13][C:14](=[O:16])[CH3:15])(=[O:8])[CH3:7]. The yield is 0.200. (10) The reactants are Cl.[NH2:2][C:3]1[CH:4]=[C:5]([CH2:11][CH2:12][NH:13][C:14](=[O:16])[CH3:15])[CH:6]=[CH:7][C:8]=1[O:9][CH3:10].CN(C)C=O.[CH2:22]=[C:23]1[O:27][C:25](=[O:26])[CH2:24]1.C(N(CC)CC)C. The catalyst is O. The product is [C:14]([NH:13][CH2:12][CH2:11][C:5]1[CH:6]=[CH:7][C:8]([O:9][CH3:10])=[C:3]([NH:2][C:25](=[O:26])[CH2:24][C:23](=[O:27])[CH3:22])[CH:4]=1)(=[O:16])[CH3:15]. The yield is 0.965.